From a dataset of Full USPTO retrosynthesis dataset with 1.9M reactions from patents (1976-2016). Predict the reactants needed to synthesize the given product. (1) Given the product [NH2:18][C@@H:8]1[CH2:7][CH:6]=[CH:5][CH2:4][CH2:3][C:2](=[O:1])[O:13][CH2:12][C@@H:11]2[CH2:14][CH2:15][CH2:16][N:10]2[C:9]1=[O:17], predict the reactants needed to synthesize it. The reactants are: [O:1]=[C:2]1[O:13][CH2:12][C@@H:11]2[CH2:14][CH2:15][CH2:16][N:10]2[C:9](=[O:17])[C@H:8]([NH:18]C(=O)OC(C)(C)C)[CH2:7][CH:6]=[CH:5][CH2:4][CH2:3]1.FC(F)(F)C(O)=O. (2) The reactants are: [CH:1]1([NH:4][C:5]2[CH:13]=[C:12]([F:14])[CH:11]=[CH:10][C:6]=2[C:7]([OH:9])=O)[CH2:3][CH2:2]1.CCN=C=NCCCN(C)C.C1C=CC2N(O)N=NC=2C=1.CCN(C(C)C)C(C)C.[CH3:45][C:46]([NH2:50])([C:48]#[CH:49])[CH3:47]. Given the product [CH:1]1([NH:4][C:5]2[CH:13]=[C:12]([F:14])[CH:11]=[CH:10][C:6]=2[C:7]([NH:50][C:46]([CH3:47])([C:48]#[CH:49])[CH3:45])=[O:9])[CH2:2][CH2:3]1, predict the reactants needed to synthesize it. (3) Given the product [NH2:8][C:9]([CH3:21])([CH3:20])[CH2:10][N:11]([CH3:19])[C:12](=[O:18])[O:13][C:14]([CH3:15])([CH3:16])[CH3:17], predict the reactants needed to synthesize it. The reactants are: C(=[N:8]/[C:9]([CH3:21])([CH3:20])[CH2:10][N:11]([CH3:19])[C:12](=[O:18])[O:13][C:14]([CH3:17])([CH3:16])[CH3:15])\C1C=CC=CC=1.C(O)(=O)CC(CC(O)=O)(C(O)=O)O.C(OCC)(=O)C.C(=O)([O-])O.[Na+].